Task: Regression. Given two drug SMILES strings and cell line genomic features, predict the synergy score measuring deviation from expected non-interaction effect.. Dataset: NCI-60 drug combinations with 297,098 pairs across 59 cell lines (1) Drug 1: C1=C(C(=O)NC(=O)N1)N(CCCl)CCCl. Drug 2: C(=O)(N)NO. Cell line: NCIH23. Synergy scores: CSS=32.1, Synergy_ZIP=9.79, Synergy_Bliss=0.675, Synergy_Loewe=-18.9, Synergy_HSA=0.607. (2) Synergy scores: CSS=11.0, Synergy_ZIP=-2.57, Synergy_Bliss=1.71, Synergy_Loewe=6.83, Synergy_HSA=3.62. Drug 1: CCN(CC)CCNC(=O)C1=C(NC(=C1C)C=C2C3=C(C=CC(=C3)F)NC2=O)C. Drug 2: CNC(=O)C1=NC=CC(=C1)OC2=CC=C(C=C2)NC(=O)NC3=CC(=C(C=C3)Cl)C(F)(F)F. Cell line: SK-MEL-28. (3) Drug 1: C1CC(=O)NC(=O)C1N2C(=O)C3=CC=CC=C3C2=O. Drug 2: N.N.Cl[Pt+2]Cl. Cell line: 786-0. Synergy scores: CSS=28.8, Synergy_ZIP=-0.540, Synergy_Bliss=0.560, Synergy_Loewe=-25.4, Synergy_HSA=-0.670. (4) Drug 1: COC1=C(C=C2C(=C1)N=CN=C2NC3=CC(=C(C=C3)F)Cl)OCCCN4CCOCC4. Drug 2: CC1CCC2CC(C(=CC=CC=CC(CC(C(=O)C(C(C(=CC(C(=O)CC(OC(=O)C3CCCCN3C(=O)C(=O)C1(O2)O)C(C)CC4CCC(C(C4)OC)O)C)C)O)OC)C)C)C)OC. Cell line: MDA-MB-435. Synergy scores: CSS=16.0, Synergy_ZIP=-4.52, Synergy_Bliss=-3.65, Synergy_Loewe=-3.02, Synergy_HSA=-0.670. (5) Drug 1: C1CN1P(=S)(N2CC2)N3CC3. Drug 2: CN1C2=C(C=C(C=C2)N(CCCl)CCCl)N=C1CCCC(=O)O.Cl. Cell line: UO-31. Synergy scores: CSS=4.74, Synergy_ZIP=-3.38, Synergy_Bliss=-2.02, Synergy_Loewe=-6.12, Synergy_HSA=-1.65. (6) Drug 1: CC(CN1CC(=O)NC(=O)C1)N2CC(=O)NC(=O)C2. Drug 2: COC1=C2C(=CC3=C1OC=C3)C=CC(=O)O2. Cell line: SF-268. Synergy scores: CSS=12.1, Synergy_ZIP=-2.14, Synergy_Bliss=0.184, Synergy_Loewe=-2.20, Synergy_HSA=-1.06.